From a dataset of Full USPTO retrosynthesis dataset with 1.9M reactions from patents (1976-2016). Predict the reactants needed to synthesize the given product. (1) Given the product [Br:10][C:11]1[CH:12]=[C:13]2[C:17](=[CH:18][CH:19]=1)[NH:16][CH:15]=[C:14]2[C:7](=[O:8])[CH2:6][Cl:5], predict the reactants needed to synthesize it. The reactants are: [Al+3].[Cl-].[Cl-].[Cl-].[Cl:5][CH2:6][C:7](Cl)=[O:8].[Br:10][C:11]1[CH:12]=[C:13]2[C:17](=[CH:18][CH:19]=1)[NH:16][CH:15]=[CH:14]2.O. (2) Given the product [C:4]([O:8][C:9](=[O:30])[NH:10][CH2:11][CH2:12][CH2:13][N:14]([CH2:15][C:16]1[C:17]2[C:22]([CH:23]=[C:24]3[C:29]=1[CH:28]=[CH:27][CH:26]=[CH:25]3)=[CH:21][CH:20]=[CH:19][CH:18]=2)[CH2:2][CH3:3])([CH3:7])([CH3:5])[CH3:6], predict the reactants needed to synthesize it. The reactants are: Br[CH2:2][CH3:3].[C:4]([O:8][C:9](=[O:30])[NH:10][CH2:11][CH2:12][CH2:13][NH:14][CH2:15][C:16]1[C:17]2[C:22]([CH:23]=[C:24]3[C:29]=1[CH:28]=[CH:27][CH:26]=[CH:25]3)=[CH:21][CH:20]=[CH:19][CH:18]=2)([CH3:7])([CH3:6])[CH3:5].C([O-])([O-])=O.[K+].[K+]. (3) Given the product [F:26][C:23]1[CH:24]=[CH:25][C:20]([C:18]2[N:17]=[C:16]([N:27]3[CH2:31][CH2:30][CH2:29][C@@H:28]3[CH3:32])[N:15]=[C:14]([N:11]3[CH2:12][CH2:13][N:8]([C:5]4[C:4]([Cl:34])=[CH:3][C:2]([C:35]#[N:36])=[CH:7][N:6]=4)[CH2:9][C@H:10]3[CH3:33])[CH:19]=2)=[CH:21][CH:22]=1, predict the reactants needed to synthesize it. The reactants are: Br[C:2]1[CH:3]=[C:4]([Cl:34])[C:5]([N:8]2[CH2:13][CH2:12][N:11]([C:14]3[CH:19]=[C:18]([C:20]4[CH:25]=[CH:24][C:23]([F:26])=[CH:22][CH:21]=4)[N:17]=[C:16]([N:27]4[CH2:31][CH2:30][CH2:29][C@@H:28]4[CH3:32])[N:15]=3)[C@H:10]([CH3:33])[CH2:9]2)=[N:6][CH:7]=1.[CH3:35][N:36](C=O)C. (4) Given the product [Cl:1][C:2]1[N:7]=[C:6]([C:8]2[CH:13]=[CH:12][CH:11]=[CH:10][N:9]=2)[N:5]=[C:4]([NH:14][C@@H:15]([CH3:20])[C:16]([F:19])([F:17])[F:18])[C:3]=1[C:21]1[C:26]([F:27])=[CH:25][C:24]([O:35][CH2:34][CH2:33][CH2:32][N:31]([CH3:36])[CH3:30])=[CH:23][C:22]=1[F:29], predict the reactants needed to synthesize it. The reactants are: [Cl:1][C:2]1[N:7]=[C:6]([C:8]2[CH:13]=[CH:12][CH:11]=[CH:10][N:9]=2)[N:5]=[C:4]([NH:14][C@@H:15]([CH3:20])[C:16]([F:19])([F:18])[F:17])[C:3]=1[C:21]1[C:26]([F:27])=[CH:25][C:24](F)=[CH:23][C:22]=1[F:29].[CH3:30][N:31]([CH3:36])[CH2:32][CH2:33][CH2:34][OH:35]. (5) Given the product [CH3:5][O:6][C:7](=[O:28])[C:8]1[CH:16]=[C:15]([NH:17][C:18]([O:20][CH2:21][C:22]2[CH:27]=[CH:26][CH:25]=[CH:24][CH:23]=2)=[O:19])[CH:14]=[C:10]([C:11]([N:30]([CH3:31])[CH3:29])=[O:12])[CH:9]=1, predict the reactants needed to synthesize it. The reactants are: S(Cl)(Cl)=O.[CH3:5][O:6][C:7](=[O:28])[C:8]1[CH:16]=[C:15]([NH:17][C:18]([O:20][CH2:21][C:22]2[CH:27]=[CH:26][CH:25]=[CH:24][CH:23]=2)=[O:19])[CH:14]=[C:10]([C:11](O)=[O:12])[CH:9]=1.[CH3:29][NH:30][CH3:31].[Cl-].[NH4+]. (6) Given the product [CH:7]12[CH2:13][CH:12]1[CH2:11][CH2:10][CH:9]([CH2:14][OH:15])[CH2:8]2, predict the reactants needed to synthesize it. The reactants are: [H-].[Al+3].[Li+].[H-].[H-].[H-].[CH:7]12[CH2:13][CH:12]1[CH2:11][CH2:10][CH:9]([C:14](OC)=[O:15])[CH2:8]2. (7) Given the product [CH3:23][S:19]([C:3]1[N:8]=[C:7](/[CH:9]=[C:10]2/[C:11](=[O:16])[NH:12][C:13](=[O:15])[S:14]/2)[CH:6]=[CH:5][N:4]=1)(=[O:21])=[O:18], predict the reactants needed to synthesize it. The reactants are: CS[C:3]1[N:8]=[C:7](/[CH:9]=[C:10]2/[C:11](=[O:16])[NH:12][C:13](=[O:15])[S:14]/2)[CH:6]=[CH:5][N:4]=1.O[O:18][S:19]([O-:21])=O.[K+].[CH2:23]1COCC1. (8) Given the product [Br:1][C:2]1[CH:3]=[C:4]2[C:9](=[CH:10][CH:11]=1)[N:8]=[C:7]([O:21][CH3:22])[C:6]1[C:13](=[O:20])[C:14]3[C:19]([C:5]2=1)=[CH:18][CH:17]=[CH:16][CH:15]=3, predict the reactants needed to synthesize it. The reactants are: [Br:1][C:2]1[CH:3]=[C:4]2[C:9](=[CH:10][CH:11]=1)[N:8]=[C:7](Cl)[C:6]1[C:13](=[O:20])[C:14]3[C:19]([C:5]2=1)=[CH:18][CH:17]=[CH:16][CH:15]=3.[O:21]1CCC[CH2:22]1.CO.C[O-].[Na+]. (9) Given the product [C:41]([C:32]1[C:33]([NH:35][CH2:36][C:37]([OH:40])([CH3:38])[CH3:39])=[CH:34][C:29]([NH:28][C:26]([N:17]2[C:18]3[C:13](=[CH:12][C:11]([CH2:10][OH:9])=[C:20]([CH:21]=[O:22])[N:19]=3)[CH2:14][CH2:15][CH2:16]2)=[O:27])=[N:30][CH:31]=1)#[N:42], predict the reactants needed to synthesize it. The reactants are: Cl.[Si]([O:9][CH2:10][C:11]1[CH:12]=[C:13]2[C:18](=[N:19][C:20]=1[CH:21](OC)[O:22]C)[N:17]([C:26]([NH:28][C:29]1[CH:34]=[C:33]([NH:35][CH2:36][C:37]([OH:40])([CH3:39])[CH3:38])[C:32]([C:41]#[N:42])=[CH:31][N:30]=1)=[O:27])[CH2:16][CH2:15][CH2:14]2)(C(C)(C)C)(C)C.C([O-])(O)=O.[Na+]. (10) Given the product [Cl:8][C:7]1[C:2]([NH:1][C:19]2[N:24]=[C:23]([NH:25][CH3:26])[C:22]([C:27]([F:30])([F:28])[F:29])=[CH:21][N:20]=2)=[CH:3][C:4]([CH3:17])=[C:5]([C:9]([N:11]2[CH2:16][CH2:15][O:14][CH2:13][CH2:12]2)=[O:10])[CH:6]=1, predict the reactants needed to synthesize it. The reactants are: [NH2:1][C:2]1[C:7]([Cl:8])=[CH:6][C:5]([C:9]([N:11]2[CH2:16][CH2:15][O:14][CH2:13][CH2:12]2)=[O:10])=[C:4]([CH3:17])[CH:3]=1.Cl[C:19]1[N:24]=[C:23]([NH:25][CH3:26])[C:22]([C:27]([F:30])([F:29])[F:28])=[CH:21][N:20]=1.C1(C)C=CC(S(O)(=O)=O)=CC=1.C(=O)(O)[O-].[Na+].